From a dataset of NCI-60 drug combinations with 297,098 pairs across 59 cell lines. Regression. Given two drug SMILES strings and cell line genomic features, predict the synergy score measuring deviation from expected non-interaction effect. (1) Drug 1: C1=NC2=C(N=C(N=C2N1C3C(C(C(O3)CO)O)O)F)N. Drug 2: CC(C)(C#N)C1=CC(=CC(=C1)CN2C=NC=N2)C(C)(C)C#N. Cell line: COLO 205. Synergy scores: CSS=14.0, Synergy_ZIP=-1.24, Synergy_Bliss=1.88, Synergy_Loewe=0.405, Synergy_HSA=-3.40. (2) Drug 1: CCC1=CC2CC(C3=C(CN(C2)C1)C4=CC=CC=C4N3)(C5=C(C=C6C(=C5)C78CCN9C7C(C=CC9)(C(C(C8N6C)(C(=O)OC)O)OC(=O)C)CC)OC)C(=O)OC.C(C(C(=O)O)O)(C(=O)O)O. Drug 2: CCN(CC)CCCC(C)NC1=C2C=C(C=CC2=NC3=C1C=CC(=C3)Cl)OC. Cell line: RXF 393. Synergy scores: CSS=44.9, Synergy_ZIP=0.621, Synergy_Bliss=5.63, Synergy_Loewe=6.32, Synergy_HSA=8.33. (3) Drug 1: C1=CC(=C2C(=C1NCCNCCO)C(=O)C3=C(C=CC(=C3C2=O)O)O)NCCNCCO. Drug 2: CC1C(C(CC(O1)OC2CC(OC(C2O)C)OC3=CC4=CC5=C(C(=O)C(C(C5)C(C(=O)C(C(C)O)O)OC)OC6CC(C(C(O6)C)O)OC7CC(C(C(O7)C)O)OC8CC(C(C(O8)C)O)(C)O)C(=C4C(=C3C)O)O)O)O. Cell line: OVCAR3. Synergy scores: CSS=38.1, Synergy_ZIP=8.04, Synergy_Bliss=8.61, Synergy_Loewe=4.89, Synergy_HSA=9.17. (4) Drug 1: CCC1=CC2CC(C3=C(CN(C2)C1)C4=CC=CC=C4N3)(C5=C(C=C6C(=C5)C78CCN9C7C(C=CC9)(C(C(C8N6C)(C(=O)OC)O)OC(=O)C)CC)OC)C(=O)OC.C(C(C(=O)O)O)(C(=O)O)O. Drug 2: CC(C)NC(=O)C1=CC=C(C=C1)CNNC.Cl. Cell line: SK-MEL-28. Synergy scores: CSS=24.0, Synergy_ZIP=2.67, Synergy_Bliss=4.17, Synergy_Loewe=-36.8, Synergy_HSA=-0.680. (5) Drug 1: C1=NC(=NC(=O)N1C2C(C(C(O2)CO)O)O)N. Drug 2: CC12CCC3C(C1CCC2OP(=O)(O)O)CCC4=C3C=CC(=C4)OC(=O)N(CCCl)CCCl.[Na+]. Cell line: RXF 393. Synergy scores: CSS=11.2, Synergy_ZIP=-7.66, Synergy_Bliss=-3.38, Synergy_Loewe=-2.77, Synergy_HSA=-1.32. (6) Drug 1: CN1C(=O)N2C=NC(=C2N=N1)C(=O)N. Drug 2: CC12CCC3C(C1CCC2OP(=O)(O)O)CCC4=C3C=CC(=C4)OC(=O)N(CCCl)CCCl.[Na+]. Cell line: MDA-MB-435. Synergy scores: CSS=12.6, Synergy_ZIP=-5.98, Synergy_Bliss=-8.41, Synergy_Loewe=-6.13, Synergy_HSA=-8.51. (7) Synergy scores: CSS=3.07, Synergy_ZIP=-2.41, Synergy_Bliss=-2.30, Synergy_Loewe=-2.68, Synergy_HSA=-2.37. Drug 1: CC12CCC3C(C1CCC2O)C(CC4=C3C=CC(=C4)O)CCCCCCCCCS(=O)CCCC(C(F)(F)F)(F)F. Cell line: SW-620. Drug 2: CC12CCC3C(C1CCC2OP(=O)(O)O)CCC4=C3C=CC(=C4)OC(=O)N(CCCl)CCCl.[Na+]. (8) Drug 1: CCCS(=O)(=O)NC1=C(C(=C(C=C1)F)C(=O)C2=CNC3=C2C=C(C=N3)C4=CC=C(C=C4)Cl)F. Drug 2: CC(CN1CC(=O)NC(=O)C1)N2CC(=O)NC(=O)C2. Cell line: SNB-19. Synergy scores: CSS=15.7, Synergy_ZIP=-1.64, Synergy_Bliss=2.47, Synergy_Loewe=-0.264, Synergy_HSA=-0.246. (9) Drug 1: C1=NC2=C(N1)C(=S)N=C(N2)N. Drug 2: COCCOC1=C(C=C2C(=C1)C(=NC=N2)NC3=CC=CC(=C3)C#C)OCCOC.Cl. Cell line: U251. Synergy scores: CSS=23.7, Synergy_ZIP=-6.97, Synergy_Bliss=-4.03, Synergy_Loewe=-14.6, Synergy_HSA=-3.91. (10) Drug 1: CCN(CC)CCNC(=O)C1=C(NC(=C1C)C=C2C3=C(C=CC(=C3)F)NC2=O)C. Drug 2: CCN(CC)CCCC(C)NC1=C2C=C(C=CC2=NC3=C1C=CC(=C3)Cl)OC. Cell line: SNB-75. Synergy scores: CSS=11.6, Synergy_ZIP=-4.81, Synergy_Bliss=-2.74, Synergy_Loewe=-3.65, Synergy_HSA=-2.03.